This data is from Forward reaction prediction with 1.9M reactions from USPTO patents (1976-2016). The task is: Predict the product of the given reaction. (1) Given the reactants [Cl:1][C:2]1[CH:7]=[C:6]([Cl:8])[CH:5]=[CH:4][C:3]=1[C:9]1[N:10]=[C:11]([CH2:28][CH3:29])[C:12]([NH:17][C@@H:18]2[C:26]3[C:21](=[CH:22][CH:23]=[CH:24][CH:25]=3)[CH2:20][C@@H:19]2O)=[N:13][C:14]=1[CH2:15][CH3:16].BrC1N=C(CC)C(N[C@@H]2C3[CH:46]=[CH:47][S:48]C=3CC[C@@H]2CCC)=NC=1CC, predict the reaction product. The product is: [Cl:1][C:2]1[CH:7]=[C:6]([Cl:8])[CH:5]=[CH:4][C:3]=1[C:9]1[N:10]=[C:11]([CH2:28][CH3:29])[C:12]([NH:17][C@@H:18]2[C:19]3[CH:46]=[CH:47][S:48][C:20]=3[CH2:22][CH2:21][C@@H:26]2[CH2:25][CH2:24][CH3:23])=[N:13][C:14]=1[CH2:15][CH3:16]. (2) The product is: [OH:38][C:36]1[CH:37]=[C:32]([NH:31][CH:2]=[C:3]2[C:11]3[C:6](=[CH:7][C:8]([C:12]([C:14]4[CH:15]=[C:16]([NH:20][C:21]([C:23]5[N:24]([CH3:29])[N:25]=[C:26]([CH3:28])[CH:27]=5)=[O:22])[CH:17]=[CH:18][CH:19]=4)=[O:13])=[CH:9][CH:10]=3)[NH:5][C:4]2=[O:30])[CH:33]=[CH:34][C:35]=1[CH3:39]. Given the reactants O[CH:2]=[C:3]1[C:11]2[C:6](=[CH:7][C:8]([C:12]([C:14]3[CH:15]=[C:16]([NH:20][C:21]([C:23]4[N:24]([CH3:29])[N:25]=[C:26]([CH3:28])[CH:27]=4)=[O:22])[CH:17]=[CH:18][CH:19]=3)=[O:13])=[CH:9][CH:10]=2)[NH:5][C:4]1=[O:30].[NH2:31][C:32]1[CH:33]=[CH:34][C:35]([CH3:39])=[C:36]([OH:38])[CH:37]=1, predict the reaction product. (3) The product is: [Cl:1][C:2]1[C:27]([C:28]([F:29])([F:30])[F:31])=[CH:26][CH:25]=[CH:24][C:3]=1[CH2:4][N:5]([CH2:10][CH:11]([C:12]1[CH:17]=[CH:16][CH:15]=[CH:14][CH:13]=1)[C:18]1[CH:19]=[CH:20][CH:21]=[CH:22][CH:23]=1)[CH2:6][CH2:7][CH2:8][O:9][C:50]1[CH:49]=[CH:48][CH:47]=[CH:46][C:45]=1[CH3:51]. Given the reactants [Cl:1][C:2]1[C:27]([C:28]([F:31])([F:30])[F:29])=[CH:26][CH:25]=[CH:24][C:3]=1[CH2:4][N:5]([CH2:10][CH:11]([C:18]1[CH:23]=[CH:22][CH:21]=[CH:20][CH:19]=1)[C:12]1[CH:17]=[CH:16][CH:15]=[CH:14][CH:13]=1)[CH2:6][CH2:7][CH2:8][OH:9].[CH:45]1[CH:50]=[CH:49][C:48](P([C:45]2[CH:50]=[CH:49][CH:48]=[CH:47][CH:46]=2)[C:45]2[CH:50]=[CH:49][CH:48]=[CH:47][CH:46]=2)=[CH:47][CH:46]=1.[CH3:51]C(OC(/N=N/C(OC(C)C)=O)=O)C, predict the reaction product. (4) Given the reactants [NH2:1][C:2]1[CH:7]=[CH:6][C:5]([Br:8])=[CH:4][N:3]=1.C1C(=O)[N:13](Cl)[C:11](=O)C1.[OH-].[Na+], predict the reaction product. The product is: [NH2:1][C:2]1[N:3]=[CH:4][C:5]([Br:8])=[CH:6][C:7]=1[C:11]#[N:13]. (5) Given the reactants [CH3:1][C:2]1[N:3]=[C:4]([C:18]2[CH:19]=[N:20][CH:21]=[CH:22][CH:23]=2)[S:5][C:6]=1[C:7]1[N:12]=[C:11]2[C:13](=O)[CH2:14][CH2:15][O:16][C:10]2=[CH:9][CH:8]=1.[NH2:24]O.Cl.C[C:28]([O-:30])=O.[K+], predict the reaction product. The product is: [CH3:28][O:30][N:24]=[C:13]1[C:11]2=[N:12][C:7]([C:6]3[S:5][C:4]([C:18]4[CH:19]=[N:20][CH:21]=[CH:22][CH:23]=4)=[N:3][C:2]=3[CH3:1])=[CH:8][CH:9]=[C:10]2[O:16][CH2:15][CH2:14]1. (6) Given the reactants [C:1](/[CH:3]=[C:4](\[O-])/[C:5]([O:7][CH2:8][CH3:9])=[O:6])#[N:2].[Na+].Cl.[NH:13]([C:15]([O:17][C:18]([CH3:21])([CH3:20])[CH3:19])=[O:16])[NH2:14], predict the reaction product. The product is: [NH2:2][C:1]1[CH:3]=[C:4]([C:5]([O:7][CH2:8][CH3:9])=[O:6])[N:13]([C:15]([O:17][C:18]([CH3:21])([CH3:20])[CH3:19])=[O:16])[N:14]=1.